From a dataset of Forward reaction prediction with 1.9M reactions from USPTO patents (1976-2016). Predict the product of the given reaction. (1) Given the reactants [CH2:1]([C:3]1[CH:4]=[N:5][C:6]([N:9]2[CH2:14][CH2:13][CH:12]([NH:15]C(=O)OC(C)(C)C)[CH2:11][CH2:10]2)=[N:7][CH:8]=1)[CH3:2], predict the reaction product. The product is: [CH2:1]([C:3]1[CH:4]=[N:5][C:6]([N:9]2[CH2:10][CH2:11][CH:12]([NH2:15])[CH2:13][CH2:14]2)=[N:7][CH:8]=1)[CH3:2]. (2) Given the reactants [C:1]([O:5][C:6]1[N:11]=[CH:10][C:9]([O:12][CH:13]2[CH2:16][N:15]([C:17]3[C:18](F)=[C:19](CO)[CH:20]=[CH:21][CH:22]=3)[CH2:14]2)=[CH:8][CH:7]=1)(C)(C)C.[CH:26]1N=CN(C(N2C=NC=C2)=[O:32])C=1.[C:38](=[O:41])([OH:40])[OH:39].[NH2:42][C:43]([NH2:45])=[NH:44].[C:46]([OH:52])([C:48](F)(F)F)=[O:47], predict the reaction product. The product is: [C:38]([C@@H:1]([C@H:48]([C:46]([OH:52])=[O:47])[OH:32])[OH:5])([OH:40])=[O:41].[C:43]([NH:45][C:38](=[O:41])[O:39][CH:17]([N:15]1[CH2:14][CH:13]([O:12][C:9]2[CH:8]=[CH:7][C:6](=[O:5])[NH:11][CH:10]=2)[CH2:16]1)[C:18]1[CH:19]=[CH:20][CH:21]=[CH:22][CH:26]=1)(=[NH:42])[NH2:44]. (3) Given the reactants [CH3:1][C:2]1[N:6]([CH:7]2[CH2:12][CH2:11][N:10]([CH2:13][C:14]3[CH:19]=[CH:18][C:17]([C:20]4[N:25]=[C:24]([NH2:26])[C:23]([NH2:27])=[CH:22][C:21]=4[C:28]4[CH:33]=[CH:32][CH:31]=[CH:30][CH:29]=4)=[CH:16][CH:15]=3)[CH2:9][CH2:8]2)[C:5]2[CH:34]=[CH:35][CH:36]=[CH:37][C:4]=2[N:3]=1.[CH3:38]OC(OC)OC, predict the reaction product. The product is: [CH3:1][C:2]1[N:6]([CH:7]2[CH2:8][CH2:9][N:10]([CH2:13][C:14]3[CH:19]=[CH:18][C:17]([C:20]4[N:25]=[C:24]5[N:26]=[CH:38][NH:27][C:23]5=[CH:22][C:21]=4[C:28]4[CH:29]=[CH:30][CH:31]=[CH:32][CH:33]=4)=[CH:16][CH:15]=3)[CH2:11][CH2:12]2)[C:5]2[CH:34]=[CH:35][CH:36]=[CH:37][C:4]=2[N:3]=1.